Dataset: Reaction yield outcomes from USPTO patents with 853,638 reactions. Task: Predict the reaction yield, written as a fraction of the theoretical maximum amount of product (1.0 means a 100% yield; for example, 0.34 means a 34% yield). (1) The reactants are N1(C[C:8](O)=[O:9])CCCCC1.C(O)(=O)C.N1[CH2:20][CH2:19][CH2:18][CH2:17][CH2:16]1.[C:21]([CH2:23][C:24]([NH2:26])=[O:25])#[N:22]. The catalyst is O. The product is [O:25]=[C:24]1[NH:26][C:18]2[CH2:19][CH2:20][O:9][CH2:8][C:17]=2[CH:16]=[C:23]1[C:21]#[N:22]. The yield is 0.200. (2) The reactants are [Br:1]N1C(=O)CCC1=O.[F:9][C:10]([F:29])([F:28])[C:11]1[CH:16]=[CH:15][C:14]([C:17]2[CH:18]=[C:19]3[C:24](=[CH:25][CH:26]=2)[NH:23][C:22](=[O:27])[CH2:21][CH2:20]3)=[CH:13][CH:12]=1. The catalyst is CN(C)C=O.O. The product is [Br:1][C:25]1[CH:26]=[C:17]([C:14]2[CH:13]=[CH:12][C:11]([C:10]([F:9])([F:28])[F:29])=[CH:16][CH:15]=2)[CH:18]=[C:19]2[C:24]=1[NH:23][C:22](=[O:27])[CH2:21][CH2:20]2. The yield is 0.670. (3) The reactants are [Cl:1][C:2]1[CH:38]=[CH:37][C:5]([O:6][C:7]2[CH:12]=[CH:11][C:10]([NH:13][CH:14]([C:27]3[CH:32]=[CH:31][CH:30]=[C:29]([C:33]([F:36])([F:35])[F:34])[CH:28]=3)[CH2:15][NH:16]S(C3C=CC(C)=CC=3)(=O)=O)=[CH:9][CH:8]=2)=[CH:4][CH:3]=1.C1(O)C=CC=CC=1.Br. The catalyst is C(O)(=O)C. The product is [Cl:1][C:2]1[CH:3]=[CH:4][C:5]([O:6][C:7]2[CH:12]=[CH:11][C:10]([NH:13][CH:14]([C:27]3[CH:32]=[CH:31][CH:30]=[C:29]([C:33]([F:34])([F:35])[F:36])[CH:28]=3)[CH2:15][NH2:16])=[CH:9][CH:8]=2)=[CH:37][CH:38]=1. The yield is 0.490. (4) The reactants are [C:1]1([CH2:6][C@H:7]([NH:14][C:15](=[O:21])[O:16][C:17]([CH3:20])([CH3:19])[CH3:18])[C:8](N(OC)C)=[O:9])[CH2:5][CH2:4][CH2:3][CH:2]=1.[CH2:22]=[C:23]([Mg]Br)[CH3:24]. The catalyst is C1COCC1. The product is [C:1]1([CH2:6][C@H:7]([NH:14][C:15](=[O:21])[O:16][C:17]([CH3:18])([CH3:19])[CH3:20])[C:8](=[O:9])[C:23]([CH3:24])=[CH2:22])[CH2:5][CH2:4][CH2:3][CH:2]=1. The yield is 0.520. (5) The reactants are [F:1][C:2]1[CH:3]=[C:4]([O:11][CH3:12])[CH:5]=[CH:6][C:7]=1[CH:8]([CH3:10])[CH3:9].[BrH:13].OO.S([O-])([O-])=O.[Na+].[Na+]. No catalyst specified. The product is [Br:13][C:5]1[CH:6]=[C:7]([CH:8]([CH3:10])[CH3:9])[C:2]([F:1])=[CH:3][C:4]=1[O:11][CH3:12]. The yield is 0.980.